From a dataset of Forward reaction prediction with 1.9M reactions from USPTO patents (1976-2016). Predict the product of the given reaction. (1) Given the reactants [N:1]1([S:5]([C:8]2[C:13]([Cl:14])=[CH:12][CH:11]=[C:10]([N+:15]([O-:17])=[O:16])[C:9]=2Cl)(=[O:7])=[O:6])[CH2:4][CH2:3][CH2:2]1.[H-].[Na+].[OH2:21], predict the reaction product. The product is: [N:1]1([S:5]([C:8]2[C:13]([Cl:14])=[CH:12][CH:11]=[C:10]([N+:15]([O-:17])=[O:16])[C:9]=2[OH:21])(=[O:7])=[O:6])[CH2:4][CH2:3][CH2:2]1. (2) Given the reactants [OH-].[Na+].C[O:4][C:5](=[O:41])[CH2:6][C:7]1[CH:12]=[CH:11][C:10]([C:13]2[CH:18]=[CH:17][C:16]([C:19]([CH2:38][CH3:39])([C:22]3[CH:27]=[CH:26][C:25]([C:28]#[C:29][C:30]4([OH:36])[CH2:35][CH2:34][O:33][CH2:32][CH2:31]4)=[C:24]([CH3:37])[CH:23]=3)[CH2:20][CH3:21])=[CH:15][C:14]=2[CH3:40])=[CH:9][CH:8]=1, predict the reaction product. The product is: [CH2:20]([C:19]([C:16]1[CH:17]=[CH:18][C:13]([C:10]2[CH:11]=[CH:12][C:7]([CH2:6][C:5]([OH:41])=[O:4])=[CH:8][CH:9]=2)=[C:14]([CH3:40])[CH:15]=1)([C:22]1[CH:27]=[CH:26][C:25]([C:28]#[C:29][C:30]2([OH:36])[CH2:31][CH2:32][O:33][CH2:34][CH2:35]2)=[C:24]([CH3:37])[CH:23]=1)[CH2:38][CH3:39])[CH3:21]. (3) Given the reactants [NH:1]1[CH2:5][CH2:4][CH2:3][CH:2]1[C:6]([OH:8])=[O:7].C=O.[CH3:11]C(O)=O, predict the reaction product. The product is: [CH3:11][N:1]1[CH2:5][CH2:4][CH2:3][CH:2]1[C:6]([OH:8])=[O:7].